Dataset: Full USPTO retrosynthesis dataset with 1.9M reactions from patents (1976-2016). Task: Predict the reactants needed to synthesize the given product. The reactants are: [CH2:1]([N:8]1[CH2:12][CH:11]([C:13]2[CH:18]=[CH:17][C:16]([Cl:19])=[C:15]([Cl:20])[CH:14]=2)[CH:10]([C:21](=[O:23])[CH3:22])[CH2:9]1)[C:2]1[CH:7]=[CH:6][CH:5]=[CH:4][CH:3]=1.[H-].[H-].[H-].[H-].[Li+].[Al+3]. Given the product [CH2:1]([N:8]1[CH2:12][CH:11]([C:13]2[CH:18]=[CH:17][C:16]([Cl:19])=[C:15]([Cl:20])[CH:14]=2)[CH:10]([CH:21]([OH:23])[CH3:22])[CH2:9]1)[C:2]1[CH:3]=[CH:4][CH:5]=[CH:6][CH:7]=1, predict the reactants needed to synthesize it.